From a dataset of Full USPTO retrosynthesis dataset with 1.9M reactions from patents (1976-2016). Predict the reactants needed to synthesize the given product. (1) Given the product [F:1][C:2]1[C:11]2[C:6](=[CH:7][CH:8]=[CH:9][CH:10]=2)[C:5]([O:12][S:13]([C:16]([F:18])([F:17])[F:19])(=[O:14])=[O:15])=[C:4]([C@H:20]([OH:26])[C:21]([O:23][CH2:24][CH3:25])=[O:22])[C:3]=1[CH3:27], predict the reactants needed to synthesize it. The reactants are: [F:1][C:2]1[C:11]2[C:6](=[CH:7][CH:8]=[CH:9][CH:10]=2)[C:5]([O:12][S:13]([C:16]([F:19])([F:18])[F:17])(=[O:15])=[O:14])=[C:4]([C:20](=[O:26])[C:21]([O:23][CH2:24][CH3:25])=[O:22])[C:3]=1[CH3:27].C(=O)=O.CC#N.[B]1OC2C(=CC=CC=2)O1.C([O-])([O-])=O.[Na+].[Na+]. (2) Given the product [C:4]([O:3][C:1]([N:8]1[CH2:9][CH2:10][N:11]([S:28]([C:24]2[CH:25]=[CH:26][CH:27]=[C:22]([F:21])[CH:23]=2)(=[O:30])=[O:29])[CH2:12][CH2:13]1)=[O:2])([CH3:7])([CH3:6])[CH3:5], predict the reactants needed to synthesize it. The reactants are: [C:1]([N:8]1[CH2:13][CH2:12][NH:11][CH2:10][CH2:9]1)([O:3][C:4]([CH3:7])([CH3:6])[CH3:5])=[O:2].C(N(CC)CC)C.[F:21][C:22]1[CH:23]=[C:24]([S:28](Cl)(=[O:30])=[O:29])[CH:25]=[CH:26][CH:27]=1. (3) The reactants are: [Br:1][C:2]1[CH:3]=[CH:4][C:5](F)=[C:6]([C:8]([C:10]2[CH:15]=[CH:14][CH:13]=[CH:12][N:11]=2)=O)[CH:7]=1.[CH3:17][NH:18][NH2:19]. Given the product [Br:1][C:2]1[CH:7]=[C:6]2[C:5](=[CH:4][CH:3]=1)[N:18]([CH3:17])[N:19]=[C:8]2[C:10]1[CH:15]=[CH:14][CH:13]=[CH:12][N:11]=1, predict the reactants needed to synthesize it.